From a dataset of Reaction yield outcomes from USPTO patents with 853,638 reactions. Predict the reaction yield, written as a fraction of the theoretical maximum amount of product (1.0 means a 100% yield; for example, 0.34 means a 34% yield). (1) The reactants are [NH2:1][C:2]1[C:11]2[CH:10]=[CH:9][CH:8]=[C:7](Br)[C:6]=2[N:5]=[C:4]2[CH2:13][N:14]([CH:17]3[CH2:21][CH2:20][CH2:19][CH2:18]3)[C:15](=[O:16])[C:3]=12.[C:22]([C:24]1[CH:29]=[CH:28][CH:27]=[CH:26][C:25]=1B(O)O)#[N:23]. No catalyst specified. The product is [NH2:1][C:2]1[C:11]2[CH:10]=[CH:9][CH:8]=[C:7]([C:25]3[CH:26]=[CH:27][CH:28]=[CH:29][C:24]=3[C:22]#[N:23])[C:6]=2[N:5]=[C:4]2[CH2:13][N:14]([CH:17]3[CH2:21][CH2:20][CH2:19][CH2:18]3)[C:15](=[O:16])[C:3]=12. The yield is 0.370. (2) The reactants are [NH2:1][C:2]1[CH:3]=[C:4]([CH:8]=[CH:9][C:10]=1[O:11][CH3:12])[C:5]([OH:7])=[O:6].[Cl:13][C:14]1[CH:24]=[C:23]([Cl:25])[CH:22]=[CH:21][C:15]=1[C:16]([N:18]=[C:19]=[O:20])=[O:17]. The catalyst is C(#N)C. The product is [Cl:13][C:14]1[CH:24]=[C:23]([Cl:25])[CH:22]=[CH:21][C:15]=1[C:16]([NH:18][C:19](=[O:20])[NH:1][C:2]1[CH:3]=[C:4]([CH:8]=[CH:9][C:10]=1[O:11][CH3:12])[C:5]([OH:7])=[O:6])=[O:17]. The yield is 0.960. (3) The reactants are [OH:1][CH2:2][CH2:3][NH:4][C:5](=[O:14])[O:6][CH2:7][C:8]1[CH:13]=[CH:12][CH:11]=[CH:10][CH:9]=1.O[N:16]1[C:20](=[O:21])[C:19]2=[CH:22][CH:23]=[CH:24][CH:25]=[C:18]2[C:17]1=[O:26].C1(P(C2C=CC=CC=2)C2C=CC=CC=2)C=CC=CC=1.N(C(OCC)=O)=NC(OCC)=O. The catalyst is O1CCCC1.C(OCC)(=O)C. The product is [CH2:7]([O:6][C:5]([NH:4][CH2:3][CH2:2][O:1][N:16]1[C:17](=[O:26])[C:18]2=[CH:25][CH:24]=[CH:23][CH:22]=[C:19]2[C:20]1=[O:21])=[O:14])[C:8]1[CH:9]=[CH:10][CH:11]=[CH:12][CH:13]=1. The yield is 0.910. (4) The reactants are Br[C:2]1[CH:3]=[C:4]2[C:12]([C:13]3[CH:18]=[C:17]([N+:19]([O-:21])=[O:20])[CH:16]=[CH:15][C:14]=3[O:22][C:23]3[CH:28]=[CH:27][C:26]([F:29])=[CH:25][C:24]=3[F:30])=[CH:11][N:10]([CH3:31])[C:5]2=[C:6]([O:8][CH3:9])[N:7]=1.[B-](F)(F)(F)[CH2:33][N:34]1[CH2:39][CH2:38][O:37][CH2:36][CH2:35]1.[K+].C([O-])([O-])=O.[Cs+].[Cs+].O. The catalyst is O1CCOCC1.O.C([O-])(=O)C.[Pd+2].C([O-])(=O)C. The product is [F:30][C:24]1[CH:25]=[C:26]([F:29])[CH:27]=[CH:28][C:23]=1[O:22][C:14]1[CH:15]=[CH:16][C:17]([N+:19]([O-:21])=[O:20])=[CH:18][C:13]=1[C:12]1[C:4]2[C:5](=[C:6]([O:8][CH3:9])[N:7]=[C:2]([CH2:33][N:34]3[CH2:39][CH2:38][O:37][CH2:36][CH2:35]3)[CH:3]=2)[N:10]([CH3:31])[CH:11]=1. The yield is 0.524. (5) The reactants are [O:1]1[CH2:5][CH2:4][CH:3]([CH2:6][C:7]([OH:9])=[O:8])[CH2:2]1.S(=O)(=O)(O)O.[CH3:15]O. The catalyst is CCOCC. The product is [O:1]1[CH2:5][CH2:4][CH:3]([CH2:6][C:7]([O:9][CH3:15])=[O:8])[CH2:2]1. The yield is 0.680. (6) The reactants are CC1(C)C(C)(C)OB([C:9]2[CH:34]=[CH:33][C:12]([CH2:13][O:14][C:15]3[C:24]4[C:19](=[C:20]([C:25]([F:28])([F:27])[F:26])[CH:21]=[CH:22][CH:23]=4)[N:18]=[C:17]([C:29]([F:32])([F:31])[F:30])[CH:16]=3)=[CH:11][CH:10]=2)O1.[CH3:36][O:37][C:38](=[O:54])[CH:39]([NH:43][S:44]([C:47]1[CH:52]=[CH:51][C:50](Br)=[CH:49][CH:48]=1)(=[O:46])=[O:45])[CH:40]([CH3:42])[CH3:41].C([O-])([O-])=O.[K+].[K+]. The catalyst is COCCOC.C1C=CC([P]([Pd]([P](C2C=CC=CC=2)(C2C=CC=CC=2)C2C=CC=CC=2)([P](C2C=CC=CC=2)(C2C=CC=CC=2)C2C=CC=CC=2)[P](C2C=CC=CC=2)(C2C=CC=CC=2)C2C=CC=CC=2)(C2C=CC=CC=2)C2C=CC=CC=2)=CC=1. The product is [CH3:36][O:37][C:38](=[O:54])[CH:39]([NH:43][S:44]([C:47]1[CH:48]=[CH:49][C:50]([C:9]2[CH:10]=[CH:11][C:12]([CH2:13][O:14][C:15]3[C:24]4[C:19](=[C:20]([C:25]([F:26])([F:28])[F:27])[CH:21]=[CH:22][CH:23]=4)[N:18]=[C:17]([C:29]([F:30])([F:31])[F:32])[CH:16]=3)=[CH:33][CH:34]=2)=[CH:51][CH:52]=1)(=[O:46])=[O:45])[CH:40]([CH3:42])[CH3:41]. The yield is 0.530. (7) The reactants are [F:1][C:2]1[CH:7]=[CH:6][C:5]([O:8][CH3:9])=[CH:4][C:3]=1[C:10]1[C:11]([C:18]([OH:20])=[O:19])=[CH:12][C:13]([CH2:16][OH:17])=[CH:14][CH:15]=1.N1C=CC=CC=1.[C:27](Cl)(=[O:32])[C:28]([CH3:31])([CH3:30])[CH3:29]. The catalyst is C1COCC1. The product is [CH3:29][C:28]([CH3:31])([CH3:30])[C:27]([O:17][CH2:16][C:13]1[CH:12]=[C:11]([C:18]([OH:20])=[O:19])[C:10]([C:3]2[CH:4]=[C:5]([O:8][CH3:9])[CH:6]=[CH:7][C:2]=2[F:1])=[CH:15][CH:14]=1)=[O:32]. The yield is 0.560. (8) The reactants are C[O:2][C:3](=O)[C@@H:4]([N:16]1[C:22](=[O:23])[CH2:21][CH2:20][N:19]([C:24]2[CH:29]=[CH:28][CH:27]=[C:26]([Cl:30])[CH:25]=2)[CH2:18][CH2:17]1)[CH2:5][CH2:6][N:7]1[CH2:14][CH2:13][C:10]2([CH2:12][CH2:11]2)[C@H:9]([OH:15])[CH2:8]1.[Li+].[BH4-]. No catalyst specified. The product is [Cl:30][C:26]1[CH:25]=[C:24]([N:19]2[CH2:20][CH2:21][C:22](=[O:23])[N:16]([C@H:4]([CH2:3][OH:2])[CH2:5][CH2:6][N:7]3[CH2:14][CH2:13][C:10]4([CH2:12][CH2:11]4)[C@H:9]([OH:15])[CH2:8]3)[CH2:17][CH2:18]2)[CH:29]=[CH:28][CH:27]=1. The yield is 0.770. (9) The reactants are [CH3:1][N:2]1[C:6](B2OC(C)(C)C(C)(C)O2)=[CH:5][CH:4]=[N:3]1.C([O-])([O-])=O.[K+].[K+].Br[C:23]1[CH:24]=[N:25][C:26]([C:29]([OH:31])=[O:30])=[N:27][CH:28]=1. The catalyst is O1CCOCC1.O.C1C=CC([P]([Pd]([P](C2C=CC=CC=2)(C2C=CC=CC=2)C2C=CC=CC=2)([P](C2C=CC=CC=2)(C2C=CC=CC=2)C2C=CC=CC=2)[P](C2C=CC=CC=2)(C2C=CC=CC=2)C2C=CC=CC=2)(C2C=CC=CC=2)C2C=CC=CC=2)=CC=1. The product is [CH3:1][N:2]1[C:6]([C:23]2[CH:24]=[N:25][C:26]([C:29]([OH:31])=[O:30])=[N:27][CH:28]=2)=[CH:5][CH:4]=[N:3]1. The yield is 0.360. (10) The reactants are [CH3:1][C:2]1[CH:16]=[C:15]([CH2:17][N:18]2[CH2:23][CH2:22][CH2:21][CH:20]([C:24]3[CH:29]=[CH:28][CH:27]=[CH:26][CH:25]=3)[CH2:19]2)[CH:14]=[CH:13][C:3]=1[O:4][C:5]1[CH:12]=[CH:11][C:8]([C:9]#[N:10])=[CH:7][N:6]=1.C(=O)([O-])[O-:31].[K+].[K+].OO.[CH3:38][S:39]([OH:42])(=[O:41])=[O:40]. The catalyst is CS(C)=O.O.O1CCCC1. The product is [CH3:38][S:39]([OH:42])(=[O:41])=[O:40].[CH3:1][C:2]1[CH:16]=[C:15]([CH2:17][N:18]2[CH2:23][CH2:22][CH2:21][CH:20]([C:24]3[CH:29]=[CH:28][CH:27]=[CH:26][CH:25]=3)[CH2:19]2)[CH:14]=[CH:13][C:3]=1[O:4][C:5]1[CH:12]=[CH:11][C:8]([C:9]([NH2:10])=[O:31])=[CH:7][N:6]=1. The yield is 0.100.